Dataset: Forward reaction prediction with 1.9M reactions from USPTO patents (1976-2016). Task: Predict the product of the given reaction. (1) Given the reactants [CH3:1][O:2][C:3]1[CH:4]=[C:5]([CH:18]=[C:19]([NH:23][S:24]([C:27]2[CH:32]=[CH:31][CH:30]=[C:29]([C:33]([F:36])([F:35])[F:34])[CH:28]=2)(=[O:26])=[O:25])[C:20]=1[O:21][CH3:22])[C:6]([NH:8][C:9]1[CH:17]=[CH:16][C:12]([C:13]([OH:15])=[O:14])=[CH:11][CH:10]=1)=[O:7].F[C:38](F)(F)[C:39]1C=C(S(Cl)(=O)=O)C=CC=1, predict the reaction product. The product is: [CH2:38]([O:14][C:13](=[O:15])[C:12]1[CH:16]=[CH:17][C:9]([NH:8][C:6](=[O:7])[C:5]2[CH:18]=[C:19]([NH:23][S:24]([C:27]3[CH:32]=[CH:31][CH:30]=[C:29]([C:33]([F:36])([F:35])[F:34])[CH:28]=3)(=[O:26])=[O:25])[C:20]([O:21][CH3:22])=[C:3]([O:2][CH3:1])[CH:4]=2)=[CH:10][CH:11]=1)[CH3:39]. (2) Given the reactants [F:1][C:2]1[CH:3]=[C:4]([C@:15]([NH:30][C:31]([NH:33][CH2:34][C:35]#[CH:36])=[O:32])([C:23]2[CH:28]=[CH:27][C:26]([F:29])=[CH:25][CH:24]=2)[CH2:16][C:17]2[CH:22]=[CH:21][CH:20]=[CH:19][CH:18]=2)[CH:5]=[C:6]([O:8][C:9]([F:14])([F:13])[CH:10]([F:12])[F:11])[CH:7]=1.C(O)(C)(C)C.[N:42]([C:45]1[C:53]([F:54])=[C:52]([F:55])[C:48]([C:49]([OH:51])=[O:50])=[C:47]([F:56])[C:46]=1[F:57])=[N+:43]=[N-:44].O=C1O[C@H]([C@H](CO)O)C([O-])=C1O.[Na+], predict the reaction product. The product is: [F:55][C:52]1[C:53]([F:54])=[C:45]([N:42]2[CH:36]=[C:35]([CH2:34][NH:33][C:31]([NH:30][C@@:15]([C:4]3[CH:5]=[C:6]([O:8][C:9]([F:14])([F:13])[CH:10]([F:12])[F:11])[CH:7]=[C:2]([F:1])[CH:3]=3)([C:23]3[CH:24]=[CH:25][C:26]([F:29])=[CH:27][CH:28]=3)[CH2:16][C:17]3[CH:18]=[CH:19][CH:20]=[CH:21][CH:22]=3)=[O:32])[N:44]=[N:43]2)[C:46]([F:57])=[C:47]([F:56])[C:48]=1[C:49]([OH:51])=[O:50]. (3) The product is: [C:1]1([C:7]2[CH:11]=[C:10]([C:12]([NH:14][CH2:15][CH2:16][CH2:17][CH2:18][C:19]([OH:21])=[O:20])=[O:13])[O:9][N:8]=2)[CH:2]=[CH:3][CH:4]=[CH:5][CH:6]=1. Given the reactants [C:1]1([C:7]2[CH:11]=[C:10]([C:12]([NH:14][CH2:15][CH2:16][CH2:17][CH2:18][C:19]([O:21]C)=[O:20])=[O:13])[O:9][N:8]=2)[CH:6]=[CH:5][CH:4]=[CH:3][CH:2]=1.[OH-].[Li+], predict the reaction product.